This data is from Full USPTO retrosynthesis dataset with 1.9M reactions from patents (1976-2016). The task is: Predict the reactants needed to synthesize the given product. (1) The reactants are: O1C=CC=C1P(C1OC=CC=1)C1OC=CC=1.[C:17]([C:21]1[CH:22]=[C:23]([C:44]2[C:45]([O:51][CH3:52])=[N:46][CH:47]=[C:48]([F:50])[CH:49]=2)[CH:24]=[C:25](/[CH:29]=[CH:30]/[Sn](CCCC)(CCCC)CCCC)[C:26]=1[O:27][CH3:28])([CH3:20])([CH3:19])[CH3:18].I[C:54]1[CH:59]=[CH:58][C:57]([NH2:60])=[CH:56][N:55]=1.[Cl-].[Li+]. Given the product [C:17]([C:21]1[C:26]([O:27][CH3:28])=[C:25](/[CH:29]=[CH:30]/[C:54]2[N:55]=[CH:56][C:57]([NH2:60])=[CH:58][CH:59]=2)[CH:24]=[C:23]([C:44]2[C:45]([O:51][CH3:52])=[N:46][CH:47]=[C:48]([F:50])[CH:49]=2)[CH:22]=1)([CH3:20])([CH3:18])[CH3:19], predict the reactants needed to synthesize it. (2) Given the product [NH2:33][C:30]1[N:31]=[CH:32][C:27]([C:8]2[N:7]=[C:6]3[C:11]([N:12]=[C:13]([N:14]4[CH2:19][CH2:18][N:17]([CH:35]=[O:34])[C@H:16]([CH3:20])[CH2:15]4)[N:5]3[CH2:1][CH:2]([CH3:4])[CH3:3])=[C:10]([N:21]3[CH2:26][CH2:25][O:24][CH2:23][CH2:22]3)[N:9]=2)=[CH:28][N:29]=1, predict the reactants needed to synthesize it. The reactants are: [CH2:1]([N:5]1[C:13]([N:14]2[CH2:19][CH2:18][NH:17][C@H:16]([CH3:20])[CH2:15]2)=[N:12][C:11]2[C:6]1=[N:7][C:8]([C:27]1[CH:28]=[N:29][C:30]([NH2:33])=[N:31][CH:32]=1)=[N:9][C:10]=2[N:21]1[CH2:26][CH2:25][O:24][CH2:23][CH2:22]1)[CH:2]([CH3:4])[CH3:3].[O:34]1CCC[CH2:35]1.CN(CCS(O)(=O)=O)C.[OH-].[Na+]. (3) Given the product [F:1][C:2]1[CH:3]=[CH:4][C:5]([C:8]2[C:9](=[O:11])[O:10][CH2:13][C:14]=2[C:16]2[CH:26]=[CH:25][C:19]3[O:20][CH2:21][C:22](=[O:24])[NH:23][C:18]=3[CH:17]=2)=[CH:6][CH:7]=1, predict the reactants needed to synthesize it. The reactants are: [F:1][C:2]1[CH:7]=[CH:6][C:5]([CH2:8][C:9]([OH:11])=[O:10])=[CH:4][CH:3]=1.Cl[CH2:13][C:14]([C:16]1[CH:26]=[CH:25][C:19]2[O:20][CH2:21][C:22](=[O:24])[NH:23][C:18]=2[CH:17]=1)=O.C(=O)([O-])[O-].[Cs+].[Cs+].O. (4) Given the product [C:12]([O:16][C:17]([N:19]1[CH2:24][CH2:23][CH:22]([NH:25][C:6]2[C:5]3[CH2:9][CH2:10][CH2:11][C:4]=3[N:3]=[C:2]([Cl:1])[N:7]=2)[CH2:21][CH2:20]1)=[O:18])([CH3:15])([CH3:13])[CH3:14], predict the reactants needed to synthesize it. The reactants are: [Cl:1][C:2]1[N:7]=[C:6](Cl)[C:5]2[CH2:9][CH2:10][CH2:11][C:4]=2[N:3]=1.[C:12]([O:16][C:17]([N:19]1[CH2:24][CH2:23][CH:22]([NH2:25])[CH2:21][CH2:20]1)=[O:18])([CH3:15])([CH3:14])[CH3:13]. (5) Given the product [NH2:1][C:2]1[C:7]([C:8]([C:10]2[CH:15]=[C:14]([F:16])[CH:13]=[CH:12][C:11]=2[O:17][CH3:18])=[O:9])=[CH:6][N:5]=[C:4]([NH:19][CH:20]2[CH2:21][CH2:22][N:23]([S:30]([CH2:29][CH2:28][CH2:27][Cl:26])(=[O:32])=[O:31])[CH2:24][CH2:25]2)[N:3]=1, predict the reactants needed to synthesize it. The reactants are: [NH2:1][C:2]1[C:7]([C:8]([C:10]2[CH:15]=[C:14]([F:16])[CH:13]=[CH:12][C:11]=2[O:17][CH3:18])=[O:9])=[CH:6][N:5]=[C:4]([NH:19][CH:20]2[CH2:25][CH2:24][NH:23][CH2:22][CH2:21]2)[N:3]=1.[Cl:26][CH2:27][CH2:28][CH2:29][S:30](Cl)(=[O:32])=[O:31].C(N(C(C)C)CC)(C)C.